Dataset: Full USPTO retrosynthesis dataset with 1.9M reactions from patents (1976-2016). Task: Predict the reactants needed to synthesize the given product. (1) Given the product [Br:15][C:2]1[CH:3]=[C:4]2[C:8](=[CH:9][CH:10]=1)[CH2:7][CH2:6][CH2:5]2, predict the reactants needed to synthesize it. The reactants are: N[C:2]1[CH:3]=[C:4]2[C:8](=[CH:9][CH:10]=1)[CH2:7][CH2:6][CH2:5]2.N([O-])=O.[Na+].[Br-:15]. (2) The reactants are: [CH3:1][O:2][C:3]1[CH:8]=[CH:7][C:6]([N:9]2[C:13]3[N:14]=[CH:15][NH:16][C:17](=[O:18])[C:12]=3[CH:11]=[N:10]2)=[CH:5][CH:4]=1.[CH3:19][CH:20]1[C:22]2([CH2:27][CH2:26][N:25]([C:28]([O:30][C:31]([CH3:34])([CH3:33])[CH3:32])=[O:29])[CH2:24][CH2:23]2)[O:21]1. Given the product [OH:21][C:22]1([CH:20]([N:16]2[C:17](=[O:18])[C:12]3[CH:11]=[N:10][N:9]([C:6]4[CH:5]=[CH:4][C:3]([O:2][CH3:1])=[CH:8][CH:7]=4)[C:13]=3[N:14]=[CH:15]2)[CH3:19])[CH2:23][CH2:24][N:25]([C:28]([O:30][C:31]([CH3:33])([CH3:32])[CH3:34])=[O:29])[CH2:26][CH2:27]1.[OH:21][C:22]1([C@@H:20]([N:16]2[C:17](=[O:18])[C:12]3[CH:11]=[N:10][N:9]([C:6]4[CH:5]=[CH:4][C:3]([O:2][CH3:1])=[CH:8][CH:7]=4)[C:13]=3[N:14]=[CH:15]2)[CH3:19])[CH2:23][CH2:24][N:25]([C:28]([O:30][C:31]([CH3:33])([CH3:32])[CH3:34])=[O:29])[CH2:26][CH2:27]1, predict the reactants needed to synthesize it. (3) The reactants are: Cl[C:2]1[C:12]2[CH2:11][CH2:10][N:9]([C:13]3[C:18]([C:19]([F:22])([F:21])[F:20])=[CH:17][CH:16]=[CH:15][N:14]=3)[CH2:8][CH2:7][C:6]=2[N:5]=[C:4]([CH:23]([CH3:25])[CH3:24])[N:3]=1.[Br:26][C:27]1[CH:33]=[CH:32][C:30]([NH2:31])=[CH:29][CH:28]=1.C1(C)C=CC(S(O)(=O)=O)=CC=1. Given the product [Br:26][C:27]1[CH:33]=[CH:32][C:30]([NH:31][C:2]2[C:12]3[CH2:11][CH2:10][N:9]([C:13]4[C:18]([C:19]([F:22])([F:21])[F:20])=[CH:17][CH:16]=[CH:15][N:14]=4)[CH2:8][CH2:7][C:6]=3[N:5]=[C:4]([CH:23]([CH3:24])[CH3:25])[N:3]=2)=[CH:29][CH:28]=1, predict the reactants needed to synthesize it. (4) Given the product [C:20]([C:15]1[CH:14]=[C:13]([Cl:12])[C:18]([CH:2]([C:1]([O:8][CH3:9])=[O:7])[C:3]([O:5][CH3:6])=[O:4])=[N:17][CH:16]=1)(=[O:22])[CH3:21], predict the reactants needed to synthesize it. The reactants are: [C:1]([O:8][CH3:9])(=[O:7])[CH2:2][C:3]([O:5][CH3:6])=[O:4].[H-].[Na+].[Cl:12][C:13]1[CH:14]=[C:15]([C:20](=[O:22])[CH3:21])[CH:16]=[N:17][C:18]=1Cl.